Dataset: Forward reaction prediction with 1.9M reactions from USPTO patents (1976-2016). Task: Predict the product of the given reaction. (1) Given the reactants C[O:2][C:3]([C:5]1[S:9][C:8](/[CH:10]=[CH:11]/[C:12]2[C:13]([CH2:18][CH2:19][CH2:20][CH3:21])=[N:14][O:15][C:16]=2[CH3:17])=[N:7][C:6]=1[CH3:22])=[O:4].O.[OH-].[Li+].CO, predict the reaction product. The product is: [CH2:18]([C:13]1[C:12](/[CH:11]=[CH:10]/[C:8]2[S:9][C:5]([C:3]([OH:4])=[O:2])=[C:6]([CH3:22])[N:7]=2)=[C:16]([CH3:17])[O:15][N:14]=1)[CH2:19][CH2:20][CH3:21]. (2) Given the reactants [F:1][C:2]1[CH:3]=[C:4]([S:17][C:18]2[CH:27]=[CH:26][C:21]([C:22]([O:24]C)=[O:23])=[CH:20][C:19]=2[NH:28][C:29]2[C:30]3[CH:38]=[CH:37][C:36]([CH:39]([CH3:41])[CH3:40])=[N:35][C:31]=3[N:32]=[CH:33][N:34]=2)[CH:5]=[CH:6][C:7]=1[NH:8]C(OCC(Cl)(Cl)Cl)=O.[Li+].[OH-], predict the reaction product. The product is: [NH2:8][C:7]1[CH:6]=[CH:5][C:4]([S:17][C:18]2[CH:27]=[CH:26][C:21]([C:22]([OH:24])=[O:23])=[CH:20][C:19]=2[NH:28][C:29]2[C:30]3[CH:38]=[CH:37][C:36]([CH:39]([CH3:40])[CH3:41])=[N:35][C:31]=3[N:32]=[CH:33][N:34]=2)=[CH:3][C:2]=1[F:1]. (3) Given the reactants [F:1][C@H:2]1[CH2:19][C@@:17]2([CH3:18])[C@@H:13]([CH2:14][CH2:15][C:16]2=[O:20])[C@H:12]2[C@H:3]1[C@@H:4]1[C:9]([CH2:10][C@H:11]2[CH3:21])=[CH:8][C:7](=[O:22])[CH2:6][CH2:5]1, predict the reaction product. The product is: [F:1][C@H:2]1[CH2:19][C@@:17]2([CH3:18])[C@@H:13]([CH2:14][CH2:15][C:16]2=[O:20])[C@H:12]2[C@H:3]1[C:4]1[CH:5]=[CH:6][C:7]([OH:22])=[CH:8][C:9]=1[CH2:10][C@H:11]2[CH3:21]. (4) Given the reactants CS(N)(=O)=O.C=C1C=[CH:12][C:11]2[CH:14]=[C:15]([C:18]([O:20][CH3:21])=[O:19])[CH:16]=[CH:17][C:10]=2[O:9]C1.S(OS([O-])=O)([O-])=O.[Na+].[Na+].ClCCl.[C:34]([OH:38])([CH3:37])([CH3:36])[CH3:35].[OH2:39], predict the reaction product. The product is: [OH:38][C:34]1([CH2:37][OH:39])[CH:36]=[CH:12][C:11]2[CH:14]=[C:15]([C:18]([O:20][CH3:21])=[O:19])[CH:16]=[CH:17][C:10]=2[O:9][CH2:35]1. (5) Given the reactants [F:1][C:2]([F:32])([F:31])[C:3]1[CH:8]=[CH:7][C:6]([C:9]2[C:10]([C:15]([NH:17][C:18]3[CH:27]=[C:26]4[C:21]([CH:22]=[C:23]([C:28](O)=[O:29])[CH:24]=[N:25]4)=[CH:20][CH:19]=3)=[O:16])=[CH:11][CH:12]=[CH:13][CH:14]=2)=[CH:5][CH:4]=1.Cl.CN(C)[CH2:36][CH2:37][CH2:38][N:39]=[C:40]=NCC.ON1[C:50]2[CH:51]=[CH:52][CH:53]=[CH:54][C:49]=2N=N1.[CH2:55]([N:57](CC)CC)C.Cl[CH2:63]Cl, predict the reaction product. The product is: [C:49]1([C@@H:55]([NH:57][C:28]([C:23]2[CH:24]=[N:25][C:26]3[C:21]([CH:22]=2)=[CH:20][CH:19]=[C:18]([NH:17][C:15]([C:10]2[C:9]([C:6]4[CH:7]=[CH:8][C:3]([C:2]([F:32])([F:31])[F:1])=[CH:4][CH:5]=4)=[CH:14][CH:13]=[CH:12][CH:11]=2)=[O:16])[CH:27]=3)=[O:29])[C:38]2[CH:37]=[CH:36][CH:63]=[CH:40][N:39]=2)[CH:54]=[CH:53][CH:52]=[CH:51][CH:50]=1. (6) Given the reactants [CH3:1][C:2]1[NH:6][N:5]=[C:4]([C:7]2[O:11][N:10]=[C:9]([C:12]3[CH:17]=[CH:16][C:15]([O:18][C:19]([F:22])([F:21])[F:20])=[CH:14][CH:13]=3)[N:8]=2)[N:3]=1.Cl[CH2:24][C:25]1[CH:30]=[CH:29][N:28]=[C:27]([N:31]2[CH2:36][CH2:35][N:34]([C:37]([O:39][CH2:40][C:41]3[CH:46]=[CH:45][CH:44]=[CH:43][CH:42]=3)=[O:38])[CH2:33][CH2:32]2)[CH:26]=1.C([O-])([O-])=O.[Cs+].[Cs+], predict the reaction product. The product is: [CH3:1][C:2]1[N:6]([CH2:24][C:25]2[CH:30]=[CH:29][N:28]=[C:27]([N:31]3[CH2:32][CH2:33][N:34]([C:37]([O:39][CH2:40][C:41]4[CH:46]=[CH:45][CH:44]=[CH:43][CH:42]=4)=[O:38])[CH2:35][CH2:36]3)[CH:26]=2)[N:5]=[C:4]([C:7]2[O:11][N:10]=[C:9]([C:12]3[CH:13]=[CH:14][C:15]([O:18][C:19]([F:22])([F:20])[F:21])=[CH:16][CH:17]=3)[N:8]=2)[N:3]=1.[CH3:1][C:2]1[N:3]=[C:4]([C:7]2[O:11][N:10]=[C:9]([C:12]3[CH:13]=[CH:14][C:15]([O:18][C:19]([F:22])([F:20])[F:21])=[CH:16][CH:17]=3)[N:8]=2)[N:5]([CH2:24][C:25]2[CH:30]=[CH:29][N:28]=[C:27]([N:31]3[CH2:32][CH2:33][N:34]([C:37]([O:39][CH2:40][C:41]4[CH:46]=[CH:45][CH:44]=[CH:43][CH:42]=4)=[O:38])[CH2:35][CH2:36]3)[CH:26]=2)[N:6]=1. (7) Given the reactants C([O:8][CH2:9][CH2:10][CH2:11][O:12][C:13]([C:15]1[CH:16]=[C:17]2[C:25](=[C:26]([C:37]3[CH:45]=[CH:44][C:40]4[O:41][CH2:42][O:43][C:39]=4[CH:38]=3)[C:27]=1[CH2:28]OCC1C=CC=CC=1)[C:21]1[O:22][CH2:23][O:24][C:20]=1[CH:19]=[CH:18]2)=[O:14])C1C=CC=CC=1.[H][H], predict the reaction product. The product is: [OH:8][CH2:9][CH2:10][CH2:11][O:12][C:13]([C:15]1[CH:16]=[C:17]2[C:25](=[C:26]([C:37]3[CH:45]=[CH:44][C:40]4[O:41][CH2:42][O:43][C:39]=4[CH:38]=3)[C:27]=1[CH3:28])[C:21]1[O:22][CH2:23][O:24][C:20]=1[CH:19]=[CH:18]2)=[O:14]. (8) Given the reactants [Cl:1][C:2]1[CH:3]=[C:4]([CH:20]=[CH:21][C:22]=1[C:23]([N:25]1[CH2:29][CH2:28][CH2:27][CH:26]1[CH2:30][CH2:31][C:32]([OH:34])=O)=[O:24])[C:5]([NH:7][C@H:8]([C:10]1[NH:14][C:13]2[CH:15]=[CH:16][C:17]([Cl:19])=[CH:18][C:12]=2[N:11]=1)[CH3:9])=[O:6].CN(C(O[N:43]1N=NC2C=[CH:47][CH:48]=[CH:49][C:44]1=2)=[N+](C)C)C.[B-](F)(F)(F)F.C(N(C(C)C)CC)(C)C.N1CCCC1.ClCl, predict the reaction product. The product is: [Cl:1][C:2]1[CH:3]=[C:4]([CH:20]=[CH:21][C:22]=1[C:23]([N:25]1[CH2:29][CH2:28][CH2:27][CH:26]1[CH2:30][CH2:31][C:32]([N:43]1[CH2:44][CH2:49][CH2:48][CH2:47]1)=[O:34])=[O:24])[C:5]([NH:7][C@H:8]([C:10]1[NH:14][C:13]2[CH:15]=[CH:16][C:17]([Cl:19])=[CH:18][C:12]=2[N:11]=1)[CH3:9])=[O:6]. (9) Given the reactants CO[CH:3](OC)[N:4]([CH3:6])[CH3:5].[CH:9]1([C:13](=[O:19])[CH2:14][C:15]([O:17][CH3:18])=[O:16])[CH2:12][CH2:11][CH2:10]1, predict the reaction product. The product is: [CH:9]1([C:13](/[C:14](=[CH:3]/[N:4]([CH3:5])[CH3:6])/[C:15]([O:17][CH3:18])=[O:16])=[O:19])[CH2:10][CH2:11][CH2:12]1. (10) Given the reactants C[C:2]1[C:12](=[O:13])[C:11]2[CH:10]=[CH:9][CH:8]=[CH:7][C:6]=2[C:4](=[O:5])[CH:3]=1.[Cl:14][C:15]1[CH:20]=[CH:19][C:18]([CH2:21][C:22](O)=O)=[CH:17][CH:16]=1, predict the reaction product. The product is: [CH3:2][C:3]1[C:4](=[O:5])[CH:6]2[CH:11]([C:12](=[O:13])[C:22]=1[CH2:21][C:18]1[CH:17]=[CH:16][C:15]([Cl:14])=[CH:20][CH:19]=1)[CH:10]=[CH:9][CH:8]=[CH:7]2.